From a dataset of Reaction yield outcomes from USPTO patents with 853,638 reactions. Predict the reaction yield, written as a fraction of the theoretical maximum amount of product (1.0 means a 100% yield; for example, 0.34 means a 34% yield). (1) The reactants are [BH4-].[Na+].[Si:3]([O:10][C:11]1[CH:16]=[C:15]([O:17][Si:18]([C:21]([CH3:24])([CH3:23])[CH3:22])([CH3:20])[CH3:19])[CH:14]=[CH:13][C:12]=1[CH:25]1[CH2:30][CH2:29][C:28](=[O:31])[CH2:27][CH2:26]1)([C:6]([CH3:9])([CH3:8])[CH3:7])([CH3:5])[CH3:4]. The catalyst is C(O)C. The product is [Si:3]([O:10][C:11]1[CH:16]=[C:15]([O:17][Si:18]([C:21]([CH3:22])([CH3:23])[CH3:24])([CH3:20])[CH3:19])[CH:14]=[CH:13][C:12]=1[C@@H:25]1[CH2:26][CH2:27][C@H:28]([OH:31])[CH2:29][CH2:30]1)([C:6]([CH3:7])([CH3:8])[CH3:9])([CH3:5])[CH3:4]. The yield is 0.350. (2) The reactants are I[C:2]1[C:3]([NH:10][C@H:11]2[C@@H:15]3[O:16][C:17]([CH3:20])([CH3:19])[O:18][C@@H:14]3[C@@H:13]([CH2:21][OH:22])[CH2:12]2)=[N:4][C:5]([S:8][CH3:9])=[N:6][CH:7]=1.C([Sn](CCCC)(CCCC)[C:28]1[S:29][C:30]2[CH:36]=[CH:35][CH:34]=[CH:33][C:31]=2[N:32]=1)CCC.C(N(CC)CC)C.[F-].[K+]. The catalyst is O1CCOCC1.[Cu]I.C1C=CC([P]([Pd]([P](C2C=CC=CC=2)(C2C=CC=CC=2)C2C=CC=CC=2)([P](C2C=CC=CC=2)(C2C=CC=CC=2)C2C=CC=CC=2)[P](C2C=CC=CC=2)(C2C=CC=CC=2)C2C=CC=CC=2)(C2C=CC=CC=2)C2C=CC=CC=2)=CC=1. The product is [S:29]1[C:30]2[CH:36]=[CH:35][CH:34]=[CH:33][C:31]=2[N:32]=[C:28]1[C:2]1[C:3]([NH:10][C@H:11]2[C@@H:15]3[O:16][C:17]([CH3:20])([CH3:19])[O:18][C@@H:14]3[C@@H:13]([CH2:21][OH:22])[CH2:12]2)=[N:4][C:5]([S:8][CH3:9])=[N:6][CH:7]=1. The yield is 0.590.